From a dataset of Reaction yield outcomes from USPTO patents with 853,638 reactions. Predict the reaction yield, written as a fraction of the theoretical maximum amount of product (1.0 means a 100% yield; for example, 0.34 means a 34% yield). (1) The reactants are [Cl:1][C:2]1[N:7]=[C:6]([NH:8][CH2:9][CH3:10])[C:5]([NH2:11])=[CH:4][N:3]=1.[N:12]1[CH:17]=[CH:16][C:15]([CH:18]=O)=[CH:14][CH:13]=1. The catalyst is CC(O)=O.CC(N(C)C)=O. The product is [Cl:1][C:2]1[N:7]=[C:6]2[C:5]([N:11]=[C:18]([C:15]3[CH:16]=[CH:17][N:12]=[CH:13][CH:14]=3)[N:8]2[CH2:9][CH3:10])=[CH:4][N:3]=1. The yield is 0.150. (2) The reactants are C([O:3][C:4](=[O:33])[C:5]1[CH:10]=[C:9]([N:11]2[C:15]([CH3:16])=[CH:14][CH:13]=[C:12]2[C:17]2[CH:22]=[C:21]([Cl:23])[CH:20]=[CH:19][C:18]=2[O:24][CH2:25][C:26]2[CH:31]=[CH:30][C:29]([F:32])=[CH:28][CH:27]=2)[CH:8]=[N:7][CH:6]=1)C.C(O)C. The catalyst is C(OCC)(=O)C. The product is [Cl:23][C:21]1[CH:20]=[CH:19][C:18]([O:24][CH2:25][C:26]2[CH:27]=[CH:28][C:29]([F:32])=[CH:30][CH:31]=2)=[C:17]([C:12]2[N:11]([C:9]3[CH:8]=[N:7][CH:6]=[C:5]([CH:10]=3)[C:4]([OH:33])=[O:3])[C:15]([CH3:16])=[CH:14][CH:13]=2)[CH:22]=1. The yield is 0.760.